This data is from CYP1A2 inhibition data for predicting drug metabolism from PubChem BioAssay. The task is: Regression/Classification. Given a drug SMILES string, predict its absorption, distribution, metabolism, or excretion properties. Task type varies by dataset: regression for continuous measurements (e.g., permeability, clearance, half-life) or binary classification for categorical outcomes (e.g., BBB penetration, CYP inhibition). Dataset: cyp1a2_veith. (1) The compound is CCOC(=O)N1N=C(c2ccccc2)CC1(O)C(F)(F)F. The result is 1 (inhibitor). (2) The drug is CC(=O)Nc1ccccc1C(=O)OCc1ccc(C(=O)c2ccccc2)cc1. The result is 0 (non-inhibitor).